This data is from Experimentally validated miRNA-target interactions with 360,000+ pairs, plus equal number of negative samples. The task is: Binary Classification. Given a miRNA mature sequence and a target amino acid sequence, predict their likelihood of interaction. (1) The miRNA is hsa-miR-323b-3p with sequence CCCAAUACACGGUCGACCUCUU. The protein sequence of the target gene is MPRRAGSGQLPLPRGWEEARDYDGKVFYIDHNTRRTSWIDPRDRLTKPLSFADCVGDELPWGWEAGFDPQIGVYYIDHINKTTQIEDPRKQWRGEQEKMLKDYLSVAQDALRTQKELYHVKEQRLALALDEYVRLNDAYKEKSSSHTSLFSGSSSSTKYDPDILKAEISTTRLRVKKLKRELSQMKQELLYKEQGFETLQQIDKKMSGGQSGYELSEAKAILTELKSIRKAISSGEKEKQDLMQSLAKLQERFHLDQNIGRSEPDLRCSPVNSHLCLSRQTLDAGSQTSISGDIGVRSRS.... Result: 0 (no interaction). (2) The miRNA is dme-miR-14-3p with sequence UCAGUCUUUUUCUCUCUCCUAU. The protein sequence of the target gene is MSTDGESPEEPRWKAVASPKASTMPEKRGSAQAASGSWLQGFGHPSVYHAAFVIFLEFFAWGLLTTPMLTVLHETFPQHTFLMNGLIQGVKGLLSFLSAPLIGALSDVWGRKPFLLGTVFFTCFPIPLMRINPWWYFGMISVSGVFSVTFSVIFAYVADFTQEHERSTAYGWVSATFAASLVSSPAIGTYLSANYGDSLVVLVATLVALLDICFILIAVPESLSEKIRPASWGAQISWKQADPFASLKKVGKDSTVLLICITVFLSYLPEAGQYSSFFLYLRQVIGFGSVKIVAFIAMVG.... Result: 0 (no interaction). (3) The miRNA is mmu-miR-466h-5p with sequence UGUGUGCAUGUGCUUGUGUGUA. The protein sequence of the target gene is MLTRLKAKSEGKLAKQLCRVVLDQFDKQYSKELGDSWSTVRDVLISPSLWQYAILFNRFNYPFELEKALHLRGYHTVLQGALPHYPKSMKCYLSRTPDRMPSERHQTGSLKKYYLLNAASLLPVLALELRDGEAVLDLCAAPGGKSVALLQCAYPGYLLCNEYDRPRGRWLRQTLESFIPQPLINVIKVSELDGREMGDAQPATFDKVLVDAPCSNDRSWLFSSDSQKAAYRIHQRKNLPVLQVELVRSAIKALRPGGLLVYSTCTLSKAENQDVISEVLTSDSNIVPVDISGIARTFSQ.... Result: 1 (interaction). (4) The miRNA is hsa-miR-6876-3p with sequence AGCUGUCUGUGUUUUCCUUCUCAG. The protein sequence of the target gene is MSQDNDTLMRDILGHELAAMRLQKLEQQRRLFEKKQRQKRQELLMVQANPDASPWLWRSCLREERLLGDRGLGNPFLRKKVSEAHLPSGIHSALGTVSCGGDGRGERGLPTPRTEAVFRNLGLQSPFLSWLPDNSDAELEEVSVENGSVSPPPFKQSPRIRRKGWQAHQRPGTRAEGESDSQDMGDAHKSPNMGPNPGMDGDCVYENLAFQKEEDLEKKREASESTGTNSSAAHNEELSKALKGEGGTDSDHMRHEASLAIRSPCPGLEEDMEAYVLRPALPGTMMQCYLTRDKHGVDKG.... Result: 0 (no interaction). (5) The miRNA is hsa-miR-504-3p with sequence GGGAGUGCAGGGCAGGGUUUC. The protein sequence of the target gene is MSGHSPTRGAMQVAMNGKARKEAVQTAAKELLKFVNRSPSPFHAVAECRNRLLQAGFSELKETEKWNIKPESKYFMTRNSSTIIAFAVGGQYVPGNGFSLIGAHTDSPCLRVKRRSRRSQVGFQQVGVETYGGGIWSTWFDRDLTLAGRVIVKCPTSGRLEQQLVHVERPILRIPHLAIHLQRNINENFGPNTEMHLVPILATAIQEELEKGTPEPGPLNAVDERHHSVLMSLLCAHLGLSPKDIVEMELCLADTQPAVLGGAYDEFIFAPRLDNLHSCFCALQALIDSCAGPGSLATEP.... Result: 1 (interaction). (6) The miRNA is hsa-miR-373-3p with sequence GAAGUGCUUCGAUUUUGGGGUGU. The protein sequence of the target gene is MPPILQRLQQATKMMSRRKILLLVLGCSTVSLLIHQGAQLSWYPKLFPLSCPPLRNSPPRPKHMTVAFLKTHKTAGTTVQNILFRFAERHNLTVALPHPSCEHQFCYPRNFSAHFVHPATRPPHVLASHLRFDRAELERLMPPSTVYVTILREPAAMFESLFSYYNQYCPAFRRVPNASLEAFLRAPEAYYRAGEHFAMFAHNTLAYDLGGDNERSPRDDAAYLAGLIRQVEEVFSLVMIAEYFDESLVLLRRLLAWDLDDVLYAKLNARAASSRLAAIPAALARAARTWNALDAGLYDH.... Result: 0 (no interaction).